This data is from Catalyst prediction with 721,799 reactions and 888 catalyst types from USPTO. The task is: Predict which catalyst facilitates the given reaction. (1) Reactant: [Cl:1][C:2]1[CH:7]=[CH:6][N:5]=[C:4]2[NH:8][C:9]([CH:11]3[CH2:15][CH2:14][N:13]([C:16]([O:18][C:19]([CH3:22])([CH3:21])[CH3:20])=[O:17])[CH2:12]3)=[CH:10][C:3]=12.[C:23](O[C:23]([O:25][C:26]([CH3:29])([CH3:28])[CH3:27])=[O:24])([O:25][C:26]([CH3:29])([CH3:28])[CH3:27])=[O:24]. Product: [C:19]([O:18][C:16]([N:13]1[CH2:14][CH2:15][CH:11]([C:9]2[N:8]([C:23]([O:25][C:26]([CH3:29])([CH3:28])[CH3:27])=[O:24])[C:4]3=[N:5][CH:6]=[CH:7][C:2]([Cl:1])=[C:3]3[CH:10]=2)[CH2:12]1)=[O:17])([CH3:22])([CH3:21])[CH3:20]. The catalyst class is: 367. (2) Reactant: BrC[CH2:3][C:4]([C:6]1[CH:15]=[CH:14][C:13]2[C:8](=[CH:9][CH:10]=[CH:11][CH:12]=2)[CH:7]=1)=O.[CH2:16]([O:18][C:19](=[O:23])[C:20]([NH2:22])=[S:21])[CH3:17]. Product: [CH:7]1[C:8]2[C:13](=[CH:12][CH:11]=[CH:10][CH:9]=2)[CH:14]=[CH:15][C:6]=1[C:4]1[N:22]=[C:20]([C:19]([O:18][CH2:16][CH3:17])=[O:23])[S:21][CH:3]=1. The catalyst class is: 14. (3) Reactant: [CH:1]1([C:7]2[S:8][C:9]3[C:15]([O:16]C)=[CH:14][CH:13]=[C:12]([O:18]C)[C:10]=3[N:11]=2)[CH2:6][CH2:5][CH2:4][CH2:3][CH2:2]1.[Ce+4].[N+]([O-])([O-])=O.[NH4+]. Product: [CH:1]1([C:7]2[S:8][C:9]3[C:15](=[O:16])[CH:14]=[CH:13][C:12](=[O:18])[C:10]=3[N:11]=2)[CH2:2][CH2:3][CH2:4][CH2:5][CH2:6]1. The catalyst class is: 47. (4) Reactant: C(OC(=O)[NH:7][C:8]1[CH:9]=[N:10][C:11]([C:17]2[CH:22]=[CH:21][CH:20]=[CH:19][CH:18]=2)=[CH:12][C:13]=1[C:14]#[C:15][CH3:16])(C)(C)C.C1CCN2C(=NCCC2)CC1. Product: [CH3:16][C:15]1[NH:7][C:8]2=[CH:9][N:10]=[C:11]([C:17]3[CH:22]=[CH:21][CH:20]=[CH:19][CH:18]=3)[CH:12]=[C:13]2[CH:14]=1. The catalyst class is: 24. (5) Reactant: [NH2:1][C:2]1[N:7]=[C:6]([N:8]2[C@H:13]([CH3:14])[CH2:12][CH2:11][C@H:10]([C:15]([OH:17])=O)[CH2:9]2)[CH:5]=[C:4]([C:18]2[CH:23]=[CH:22][C:21]([C:24]#[N:25])=[C:20]([F:26])[CH:19]=2)[N:3]=1.CN(C(ON1N=NC2C=CC=NC1=2)=[N+](C)C)C.F[P-](F)(F)(F)(F)F.CCN(C(C)C)C(C)C.[C:60]1([CH2:66][CH2:67][NH2:68])[CH:65]=[CH:64][CH:63]=[CH:62][CH:61]=1. Product: [NH2:1][C:2]1[N:7]=[C:6]([N:8]2[C@H:13]([CH3:14])[CH2:12][CH2:11][C@H:10]([C:15]([NH:68][CH2:67][CH2:66][C:60]3[CH:65]=[CH:64][CH:63]=[CH:62][CH:61]=3)=[O:17])[CH2:9]2)[CH:5]=[C:4]([C:18]2[CH:23]=[CH:22][C:21]([C:24]#[N:25])=[C:20]([F:26])[CH:19]=2)[N:3]=1. The catalyst class is: 3. (6) Reactant: [C:1]([C:3]1[CH:4]=[C:5]([C:11]2[N:21]=[CH:20][CH:19]=[CH:18][C:12]=2[C:13]([O:15]CC)=[O:14])[CH:6]=[CH:7][C:8]=1[O:9][CH3:10])#[N:2].[OH-].[Na+].O.Cl. Product: [C:1]([C:3]1[CH:4]=[C:5]([C:11]2[N:21]=[CH:20][CH:19]=[CH:18][C:12]=2[C:13]([OH:15])=[O:14])[CH:6]=[CH:7][C:8]=1[O:9][CH3:10])#[N:2]. The catalyst class is: 8. (7) Reactant: [F:1][C:2]([F:19])([F:18])[CH:3]([OH:17])[CH2:4][CH2:5]OS(C1C=CC(C)=CC=1)(=O)=O.[N-:20]=[N+:21]=[N-:22].[Na+]. Product: [N:20]([CH2:5][CH2:4][CH:3]([OH:17])[C:2]([F:19])([F:18])[F:1])=[N+:21]=[N-:22]. The catalyst class is: 58.